This data is from NCI-60 drug combinations with 297,098 pairs across 59 cell lines. The task is: Regression. Given two drug SMILES strings and cell line genomic features, predict the synergy score measuring deviation from expected non-interaction effect. (1) Synergy scores: CSS=34.9, Synergy_ZIP=-13.4, Synergy_Bliss=-3.07, Synergy_Loewe=-2.13, Synergy_HSA=0.00381. Drug 1: CC1OCC2C(O1)C(C(C(O2)OC3C4COC(=O)C4C(C5=CC6=C(C=C35)OCO6)C7=CC(=C(C(=C7)OC)O)OC)O)O. Cell line: SK-MEL-5. Drug 2: C1CC(C1)(C(=O)O)C(=O)O.[NH2-].[NH2-].[Pt+2]. (2) Drug 1: COC1=NC(=NC2=C1N=CN2C3C(C(C(O3)CO)O)O)N. Drug 2: CC1=C2C(C(=O)C3(C(CC4C(C3C(C(C2(C)C)(CC1OC(=O)C(C(C5=CC=CC=C5)NC(=O)C6=CC=CC=C6)O)O)OC(=O)C7=CC=CC=C7)(CO4)OC(=O)C)O)C)OC(=O)C. Cell line: MOLT-4. Synergy scores: CSS=71.9, Synergy_ZIP=0.288, Synergy_Bliss=-0.305, Synergy_Loewe=-2.91, Synergy_HSA=0.421. (3) Drug 1: C1CCN(CC1)CCOC2=CC=C(C=C2)C(=O)C3=C(SC4=C3C=CC(=C4)O)C5=CC=C(C=C5)O. Drug 2: N.N.Cl[Pt+2]Cl. Cell line: MCF7. Synergy scores: CSS=11.9, Synergy_ZIP=-1.29, Synergy_Bliss=2.25, Synergy_Loewe=-8.78, Synergy_HSA=-3.95.